Dataset: Peptide-MHC class I binding affinity with 185,985 pairs from IEDB/IMGT. Task: Regression. Given a peptide amino acid sequence and an MHC pseudo amino acid sequence, predict their binding affinity value. This is MHC class I binding data. The peptide sequence is EVIPYTPAM. The MHC is HLA-A69:01 with pseudo-sequence HLA-A69:01. The binding affinity (normalized) is 0.811.